Dataset: Forward reaction prediction with 1.9M reactions from USPTO patents (1976-2016). Task: Predict the product of the given reaction. (1) Given the reactants [CH2:1]([C:5](CCCC)([C:14]([OH:16])=[O:15])[CH2:6][CH2:7][CH2:8][CH2:9][CH2:10][C:11]([OH:13])=[O:12])[CH2:2][CH2:3][CH3:4].[OH-].[Na+], predict the reaction product. The product is: [CH2:1]([CH:5]([C:14]([OH:16])=[O:15])[CH2:6][CH2:7][CH2:8][CH2:9][CH2:10][C:11]([OH:13])=[O:12])[CH2:2][CH2:3][CH3:4]. (2) Given the reactants N[C@@H:2]([CH2:6][CH:7]([CH3:9])[CH3:8])[C:3]([OH:5])=O.[CH:10]1([NH:17][C:18]([NH2:20])=[S:19])[CH2:16][CH2:15][CH2:14][CH2:13][CH2:12][CH2:11]1, predict the reaction product. The product is: [CH:10]1([NH:17][C:18]2[S:19][CH:2]([CH2:6][CH:7]([CH3:9])[CH3:8])[C:3](=[O:5])[N:20]=2)[CH2:16][CH2:15][CH2:14][CH2:13][CH2:12][CH2:11]1.